Task: Predict the product of the given reaction.. Dataset: Forward reaction prediction with 1.9M reactions from USPTO patents (1976-2016) (1) Given the reactants CN(C)[CH:3]=[C:4]([C:14]1[CH:19]=[CH:18][CH:17]=[CH:16][CH:15]=1)[C:5]([C:7]1[CH:12]=[CH:11][C:10]([Cl:13])=[CH:9][CH:8]=1)=O.[C:21]([CH2:23][C:24]([NH2:26])=[O:25])#[N:22].CO.[H-].[Na+], predict the reaction product. The product is: [Cl:13][C:10]1[CH:9]=[CH:8][C:7]([C:5]2[NH:26][C:24](=[O:25])[C:23]([C:21]#[N:22])=[CH:3][C:4]=2[C:14]2[CH:15]=[CH:16][CH:17]=[CH:18][CH:19]=2)=[CH:12][CH:11]=1. (2) Given the reactants [CH3:1][O:2][B:3](OC)OC.[Cl:8][C:9]1[CH:14]=[CH:13][C:12]([Mg]Br)=[CH:11][CH:10]=1, predict the reaction product. The product is: [Cl:8][C:9]1[CH:14]=[CH:13][C:12]([B:3]([C:12]2[CH:13]=[CH:14][C:9]([Cl:8])=[CH:10][CH:11]=2)[O:2][CH3:1])=[CH:11][CH:10]=1. (3) Given the reactants [O:1]1[CH2:6][CH2:5][NH:4][C:3]2[CH:7]=[N:8][CH:9]=[CH:10][C:2]1=2.Br[CH2:12][C:13]([C:15]1[CH:20]=[C:19]([Br:21])[C:18]([OH:22])=[C:17]([Br:23])[CH:16]=1)=[O:14].C(=O)([O-])[O-].[K+].[K+], predict the reaction product. The product is: [Br:21][C:19]1[CH:20]=[C:15]([C:13](=[O:14])[CH2:12][N:4]2[CH2:5][CH2:6][O:1][C:2]3[CH:10]=[CH:9][N:8]=[CH:7][C:3]2=3)[CH:16]=[C:17]([Br:23])[C:18]=1[OH:22]. (4) Given the reactants [CH3:1][C:2]1([CH3:12])[CH2:7][CH:6](/[CH:8]=[CH:9]/[O:10]C)[CH2:5][CH2:4][O:3]1.Cl, predict the reaction product. The product is: [CH3:1][C:2]1([CH3:12])[CH2:7][CH:6]([CH2:8][CH:9]=[O:10])[CH2:5][CH2:4][O:3]1.